This data is from Full USPTO retrosynthesis dataset with 1.9M reactions from patents (1976-2016). The task is: Predict the reactants needed to synthesize the given product. (1) Given the product [F:1][C:2]1[CH:3]=[C:4]([CH:50]=[C:51]([F:53])[CH:52]=1)[CH2:5][C:6]1[CH:7]=[C:8]2[C:12](=[CH:13][CH:14]=1)[NH:11][N:10]=[C:9]2[NH:15][C:16]([C:18]1[CH:23]=[CH:22][C:21]([NH:24][CH2:25][CH:26]2[CH2:27][N:28]([C:30]([O:32][C:33]([CH3:36])([CH3:34])[CH3:35])=[O:31])[CH2:29]2)=[CH:20][C:19]=1[NH:37][CH:44]1[CH2:45][CH2:46][O:47][CH2:48][CH2:49]1)=[O:17], predict the reactants needed to synthesize it. The reactants are: [F:1][C:2]1[CH:3]=[C:4]([CH:50]=[C:51]([F:53])[CH:52]=1)[CH2:5][C:6]1[CH:7]=[C:8]2[C:12](=[CH:13][CH:14]=1)[NH:11][N:10]=[C:9]2[NH:15][C:16]([C:18]1[CH:23]=[CH:22][C:21]([NH:24][CH2:25][CH:26]2[CH2:29][N:28]([C:30]([O:32][C:33]([CH3:36])([CH3:35])[CH3:34])=[O:31])[CH2:27]2)=[CH:20][C:19]=1[N:37]([CH:44]1[CH2:49][CH2:48][O:47][CH2:46][CH2:45]1)C(=O)C(F)(F)F)=[O:17]. (2) Given the product [Cl:32][C:24]1[CH:25]=[C:26]([CH:29]2[CH2:30][CH2:31]2)[CH:27]=[CH:28][C:23]=1[CH:22]=[O:21], predict the reactants needed to synthesize it. The reactants are: COCCO[AlH2-]OCCOC.[Na+].CN1CCNCC1.C[O:21][C:22](=O)[C:23]1[CH:28]=[CH:27][C:26]([CH:29]2[CH2:31][CH2:30]2)=[CH:25][C:24]=1[Cl:32].O. (3) Given the product [CH3:1][C:2]1[C:6]([S:7]([NH2:12])(=[O:9])=[O:8])=[C:5]([CH3:11])[O:4][N:3]=1, predict the reactants needed to synthesize it. The reactants are: [CH3:1][C:2]1[C:6]([S:7](Cl)(=[O:9])=[O:8])=[C:5]([CH3:11])[O:4][N:3]=1.[NH3:12].CO. (4) Given the product [CH3:1][N:2]([C:4]([O:5][C:6]([CH3:7])([CH3:11])[CH3:21])=[O:20])[NH2:3], predict the reactants needed to synthesize it. The reactants are: [CH3:1][NH:2][NH2:3].[C:4](=[O:20])([O-])[O:5][C:6]1[CH:11]=C(Cl)C(Cl)=C(C(C)(C)C)[C:7]=1Cl.[CH2:21](N(CC)CC)C. (5) Given the product [Cl:1][C:2]1[CH:3]=[C:4]([CH2:5][OH:6])[CH:10]=[CH:11][C:12]=1[O:13][CH2:14][C:15]1[N:16]=[C:17]([C:21]2[O:22][CH:23]=[CH:24][CH:25]=2)[O:18][C:19]=1[CH3:20], predict the reactants needed to synthesize it. The reactants are: [Cl:1][C:2]1[CH:3]=[C:4]([CH:10]=[CH:11][C:12]=1[O:13][CH2:14][C:15]1[N:16]=[C:17]([C:21]2[O:22][CH:23]=[CH:24][CH:25]=2)[O:18][C:19]=1[CH3:20])[C:5](OCC)=[O:6].[H-].[Al+3].[Li+].[H-].[H-].[H-].O.O.O.O.O.O.O.O.O.O.S([O-])([O-])(=O)=O.[Na+].[Na+]. (6) The reactants are: [CH3:1][Mg]I.[F:4][C:5]([F:22])([F:21])[C:6]1[N:11]=[C:10]([N:12]2[CH2:16][C@@H:15]3[C:17](=[O:20])[CH2:18][CH2:19][C@@H:14]3[CH2:13]2)[CH:9]=[CH:8][CH:7]=1. Given the product [CH3:1][C@:17]1([OH:20])[C@@H:15]2[C@@H:14]([CH2:13][N:12]([C:10]3[CH:9]=[CH:8][CH:7]=[C:6]([C:5]([F:4])([F:21])[F:22])[N:11]=3)[CH2:16]2)[CH2:19][CH2:18]1, predict the reactants needed to synthesize it. (7) Given the product [CH3:46][C:47]1[N:48]=[C:49]([C@H:34]([NH:62][C:27](=[O:28])[C:26]2[CH:30]=[CH:31][C:23]([C:20]3[CH:21]=[N:22][C:17]4[N:18]([C:14]([C:11]5([C:7]6[CH:6]=[C:5]7[C:10](=[CH:9][CH:8]=6)[N:1]=[CH:2][CH:3]=[CH:4]7)[CH2:13][CH2:12]5)=[N:15][N:16]=4)[N:19]=3)=[CH:24][CH:25]=2)[CH3:33])[S:50][CH:51]=1, predict the reactants needed to synthesize it. The reactants are: [N:1]1[C:10]2[C:5](=[CH:6][C:7]([C:11]3([C:14]4[N:18]5[N:19]=[C:20]([C:23]6[CH:31]=[CH:30][C:26]([C:27](O)=[O:28])=[CH:25][CH:24]=6)[CH:21]=[N:22][C:17]5=[N:16][N:15]=4)[CH2:13][CH2:12]3)=[CH:8][CH:9]=2)[CH:4]=[CH:3][CH:2]=1.F[C:33](F)(F)[C:34](O)=O.FC(F)(F)C(O)=O.[CH3:46][C:47]1[N:48]=[C:49]([C@H](N)C)[S:50][CH:51]=1.F[P-](F)(F)(F)(F)F.[N:62]1(O[P+](N(C)C)(N(C)C)N(C)C)C2C=CC=CC=2N=N1.C(N(CC)C(C)C)(C)C.